Dataset: Forward reaction prediction with 1.9M reactions from USPTO patents (1976-2016). Task: Predict the product of the given reaction. (1) Given the reactants [F:1][C:2]1[CH:10]=[C:9]([OH:11])[CH:8]=[CH:7][C:3]=1[C:4]([OH:6])=[O:5].Br[CH:13]([Cl:16])[CH2:14][CH3:15].C(=O)([O-])[O-].[K+].[K+], predict the reaction product. The product is: [Cl:16][CH2:13][CH2:14][CH2:15][O:11][C:9]1[CH:8]=[CH:7][C:3]([C:4]([O:6][CH2:15][CH2:14][CH2:13][Cl:16])=[O:5])=[C:2]([F:1])[CH:10]=1. (2) Given the reactants [C:1]([C:5]1[CH:10]=[C:9]([C:11]([CH3:14])([CH3:13])[CH3:12])[C:8]([C:15]2[CH:20]=[CH:19][C:18]([Cl:21])=[CH:17][CH:16]=2)=[C:7]([OH:22])[C:6]=1[CH:23]=O)([CH3:4])([CH3:3])[CH3:2].[C:25]([NH2:29])([CH3:28])([CH3:27])[CH3:26], predict the reaction product. The product is: [C:1]([C:5]1[C:6]([CH2:23][NH:29][C:25]([CH3:28])([CH3:27])[CH3:26])=[C:7]([OH:22])[C:8]([C:15]2[CH:20]=[CH:19][C:18]([Cl:21])=[CH:17][CH:16]=2)=[C:9]([C:11]([CH3:12])([CH3:14])[CH3:13])[CH:10]=1)([CH3:2])([CH3:4])[CH3:3]. (3) The product is: [O:6]=[C:4]1[C:3]2[CH:7]=[CH:8][C:9]([C:11]([OH:13])=[O:12])=[CH:10][C:2]=2[NH:1][C:3]2[CH2:7][CH2:8][CH2:9][CH2:10][C:2]1=2. Given the reactants [NH2:1][C:2]1[CH:10]=[C:9]([C:11]([OH:13])=[O:12])[CH:8]=[CH:7][C:3]=1[C:4]([OH:6])=O, predict the reaction product. (4) Given the reactants Br[C:2]1[CH:7]=[CH:6][C:5]([CH2:8][N:9]2[CH2:14][CH2:13][N:12]([C:15]([O:17][C:18]([CH3:21])([CH3:20])[CH3:19])=[O:16])[CH2:11][C:10]2=[O:22])=[CH:4][CH:3]=1.[C:23]([N:26]1[C:35]2[C:30](=[CH:31][C:32](B3OC(C)(C)C(C)(C)O3)=[CH:33][CH:34]=2)[C@H:29]([NH:45][C:46](=[O:51])[O:47][CH:48]([CH3:50])[CH3:49])[CH2:28][C@@H:27]1[CH3:52])(=[O:25])[CH3:24].C(=O)([O-])[O-].[K+].[K+].O1CCOCC1, predict the reaction product. The product is: [C:23]([N:26]1[C:35]2[C:30](=[CH:31][C:32]([C:2]3[CH:7]=[CH:6][C:5]([CH2:8][N:9]4[CH2:14][CH2:13][N:12]([C:15]([O:17][C:18]([CH3:21])([CH3:20])[CH3:19])=[O:16])[CH2:11][C:10]4=[O:22])=[CH:4][CH:3]=3)=[CH:33][CH:34]=2)[C@H:29]([NH:45][C:46]([O:47][CH:48]([CH3:50])[CH3:49])=[O:51])[CH2:28][C@@H:27]1[CH3:52])(=[O:25])[CH3:24]. (5) Given the reactants [CH:1]1([N:7]2[C:11]3[CH:12]=[CH:13][C:14]([C:16](O)=[O:17])=[CH:15][C:10]=3[N:9]=[C:8]2[C:19]2[CH:20]=[C:21]3[C:26](=[CH:27][CH:28]=2)[N:25]=[CH:24][C:23]([C:29]2[CH:34]=[CH:33][CH:32]=[CH:31][CH:30]=2)=[N:22]3)[CH2:6][CH2:5][CH2:4][CH2:3][CH2:2]1.CN(C(ON1N=NC2C=CC=CC1=2)=[N+](C)C)C.F[P-](F)(F)(F)(F)F.CCN(C(C)C)C(C)C.[OH:68][C:69]1[CH:83]=[C:82]2[C:72]([NH:73][CH:74]=[C:75]2[CH2:76][C@@H:77]([C:79]([OH:81])=[O:80])[NH2:78])=[CH:71][CH:70]=1, predict the reaction product. The product is: [CH:1]1([N:7]2[C:11]3[CH:12]=[CH:13][C:14]([C:16]([NH:78][CH:77]([CH2:76][C:75]4[C:82]5[C:72](=[CH:71][CH:70]=[C:69]([OH:68])[CH:83]=5)[NH:73][CH:74]=4)[C:79]([OH:81])=[O:80])=[O:17])=[CH:15][C:10]=3[N:9]=[C:8]2[C:19]2[CH:20]=[C:21]3[C:26](=[CH:27][CH:28]=2)[N:25]=[CH:24][C:23]([C:29]2[CH:30]=[CH:31][CH:32]=[CH:33][CH:34]=2)=[N:22]3)[CH2:6][CH2:5][CH2:4][CH2:3][CH2:2]1. (6) Given the reactants [NH:1]=[C:2]=N.[Cl:4][C:5]1[C:10]([F:11])=[CH:9][CH:8]=[CH:7][C:6]=1[NH:12][C:13]([NH:15][C:16]1[CH:21]=[CH:20][C:19]([Cl:22])=[C:18]([S:23]([N:26]([CH3:28])[CH3:27])(=[O:25])=[O:24])[C:17]=1[O:29][Si](C(C)(C)C)(C)C)=S.CS(Cl)(=O)=O.C([N:44](CC)CC)C, predict the reaction product. The product is: [Cl:22][C:19]1[CH:20]=[CH:21][C:16]([N:15]([C:2]#[N:1])[C:13]([NH:12][C:6]2[CH:7]=[CH:8][CH:9]=[C:10]([F:11])[C:5]=2[Cl:4])=[NH:44])=[C:17]([OH:29])[C:18]=1[S:23]([N:26]([CH3:28])[CH3:27])(=[O:24])=[O:25]. (7) Given the reactants [O:1]=[C:2]1[CH:7]=[CH:6][C:5]([C:8]2[O:12][N:11]=[C:10]([C:13]3[CH:18]=[CH:17][C:16]([C:19]([CH3:25])([CH3:24])[C:20]([F:23])([F:22])[F:21])=[CH:15][CH:14]=3)[N:9]=2)=[CH:4][N:3]1[CH2:26][C:27]1[CH:28]=[C:29]([CH:33]=[CH:34][CH:35]=1)[C:30](Cl)=[O:31].[CH3:36][NH:37][CH3:38], predict the reaction product. The product is: [CH3:36][N:37]([CH3:38])[C:30](=[O:31])[C:29]1[CH:33]=[CH:34][CH:35]=[C:27]([CH2:26][N:3]2[CH:4]=[C:5]([C:8]3[O:12][N:11]=[C:10]([C:13]4[CH:18]=[CH:17][C:16]([C:19]([CH3:25])([CH3:24])[C:20]([F:21])([F:22])[F:23])=[CH:15][CH:14]=4)[N:9]=3)[CH:6]=[CH:7][C:2]2=[O:1])[CH:28]=1. (8) Given the reactants [Cl:1][C:2]1[CH:3]=[C:4]([N:9]2[CH:13]=[C:12]([CH2:14][N:15]3[CH:19]=[CH:18][N:17]=[C:16]3[NH:20][C:21](=O)[CH3:22])[N:11]=[CH:10]2)[CH:5]=[CH:6][C:7]=1[Cl:8], predict the reaction product. The product is: [ClH:1].[Cl:1][C:2]1[CH:3]=[C:4]([N:9]2[CH:13]=[C:12]([CH2:14][N:15]3[CH:19]=[CH:18][N:17]=[C:16]3[NH:20][CH2:21][CH3:22])[N:11]=[CH:10]2)[CH:5]=[CH:6][C:7]=1[Cl:8].